Dataset: Reaction yield outcomes from USPTO patents with 853,638 reactions. Task: Predict the reaction yield, written as a fraction of the theoretical maximum amount of product (1.0 means a 100% yield; for example, 0.34 means a 34% yield). (1) The reactants are [C:1]([O:5][C:6]([NH:8][CH:9]1[C:27](=[O:28])[N:26]2[CH:22]([CH2:23][CH:24]([OH:29])[CH2:25]2)[C:21](=[O:30])[NH:20][C:19]2([C:31]([O:33]CC)=[O:32])[CH:17]([CH2:18]2)[CH:16]=[CH:15][CH2:14][CH2:13][CH2:12][CH2:11][CH2:10]1)=[O:7])([CH3:4])([CH3:3])[CH3:2].[H-].[Na+].F[C:39]1[CH:44]=[CH:43][C:42]([N+:45]([O-:47])=[O:46])=[CH:41][CH:40]=1. The catalyst is C1COCC1. The product is [C:1]([O:5][C:6]([NH:8][CH:9]1[C:27](=[O:28])[N:26]2[CH:22]([CH2:23][CH:24]([O:29][C:39]3[CH:44]=[CH:43][C:42]([N+:45]([O-:47])=[O:46])=[CH:41][CH:40]=3)[CH2:25]2)[C:21](=[O:30])[NH:20][C:19]2([C:31]([OH:33])=[O:32])[CH:17]([CH2:18]2)[CH:16]=[CH:15][CH2:14][CH2:13][CH2:12][CH2:11][CH2:10]1)=[O:7])([CH3:3])([CH3:2])[CH3:4]. The yield is 0.440. (2) The product is [Cl:12][C:13]1[CH:14]=[C:15]([NH:16][C:7](=[O:9])[C:6]2[CH:10]=[C:2]([F:1])[CH:3]=[CH:4][C:5]=2[OH:11])[CH:17]=[C:18]([Cl:20])[CH:19]=1. No catalyst specified. The reactants are [F:1][C:2]1[CH:10]=[C:6]([C:7]([OH:9])=O)[C:5]([OH:11])=[CH:4][CH:3]=1.[Cl:12][C:13]1[CH:14]=[C:15]([CH:17]=[C:18]([Cl:20])[CH:19]=1)[NH2:16]. The yield is 0.333. (3) The reactants are C(O/[C:4](=[C:6]1/C(=O)O[C:9](=[O:17])[C:10]2[C:15]([F:16])=[CH:14][CH:13]=[CH:12][C:11]/1=2)/[CH3:5])C.[C:19]([O:23][C:24]([CH3:27])([CH3:26])[CH3:25])(=[O:22])[NH:20][NH2:21].C(O)C. No catalyst specified. The product is [C:24]([O:23][C:19](=[O:22])[NH:20][N:21]1[C:4]([CH3:5])=[CH:6][C:11]2[C:10](=[C:15]([F:16])[CH:14]=[CH:13][CH:12]=2)[C:9]1=[O:17])([CH3:27])([CH3:26])[CH3:25]. The yield is 0.637. (4) The product is [CH:19]1([C:15]2[C:14]([C:25]([F:28])([F:27])[F:26])=[C:13]([C:11]([O:10][CH2:8][CH3:9])=[O:12])[N:17]([CH3:18])[N:16]=2)[CH2:21][CH2:20]1. The reactants are [F-].[K+].CN(C)C=O.[CH2:8]([O:10][C:11]([C:13]1[N:17]([CH3:18])[N:16]=[C:15]([CH:19]2[CH2:21][CH2:20]2)[C:14]=1I)=[O:12])[CH3:9].C[Si](C)(C)[C:25]([F:28])([F:27])[F:26]. The yield is 0.860. The catalyst is C(OCC)(=O)C.[Cu]I.O. (5) The reactants are CN(C(ON1N=NC2C=CC=NC1=2)=[N+](C)C)C.F[P-](F)(F)(F)(F)F.[F:25][C:26]1[CH:34]=[CH:33][C:29]([C:30]([OH:32])=O)=[C:28]([N+:35]([O-:37])=[O:36])[CH:27]=1.Cl.[NH2:39][C@@H:40]([CH:45]1[CH2:50][CH2:49][CH2:48][CH2:47][CH2:46]1)[C:41]([O:43][CH3:44])=[O:42].C(N(C(C)C)CC)(C)C. The catalyst is CN(C=O)C.C(OCC)(=O)C. The product is [CH:45]1([C@H:40]([NH:39][C:30]([C:29]2[CH:33]=[CH:34][C:26]([F:25])=[CH:27][C:28]=2[N+:35]([O-:37])=[O:36])=[O:32])[C:41]([O:43][CH3:44])=[O:42])[CH2:50][CH2:49][CH2:48][CH2:47][CH2:46]1. The yield is 0.870. (6) The reactants are Cl[C:2]1[CH:14]=[CH:13][C:5]([C:6]([O:8][C:9]([CH3:12])([CH3:11])[CH3:10])=[O:7])=[CH:4][C:3]=1[N+:15]([O-:17])=[O:16].C([O-])([O-])=O.[K+].[K+].[CH:24]1([NH2:32])[CH2:31][CH2:30][CH2:29][CH2:28][CH2:27][CH2:26][CH2:25]1. No catalyst specified. The product is [CH:24]1([NH:32][C:2]2[CH:14]=[CH:13][C:5]([C:6]([O:8][C:9]([CH3:12])([CH3:11])[CH3:10])=[O:7])=[CH:4][C:3]=2[N+:15]([O-:17])=[O:16])[CH2:31][CH2:30][CH2:29][CH2:28][CH2:27][CH2:26][CH2:25]1. The yield is 0.800. (7) The reactants are [CH3:1][C:2]1[N:7]=[C:6]([S:8][CH2:9][C:10]2[N:14]([CH:15]([CH3:17])[CH3:16])[CH:13]=[N:12][C:11]=2[CH3:18])[N:5]=[C:4]([OH:19])[CH:3]=1.[ClH:20].O1CCOCC1. The catalyst is CO. The product is [ClH:20].[CH3:1][C:2]1[N:7]=[C:6]([S:8][CH2:9][C:10]2[N:14]([CH:15]([CH3:16])[CH3:17])[CH:13]=[N:12][C:11]=2[CH3:18])[N:5]=[C:4]([OH:19])[CH:3]=1. The yield is 0.920.